From a dataset of Forward reaction prediction with 1.9M reactions from USPTO patents (1976-2016). Predict the product of the given reaction. Given the reactants Cl[C:2]1[N:7]=[C:6]2[N:8]([CH2:11][CH2:12][C:13]3[CH:18]=[CH:17][CH:16]=[CH:15][CH:14]=3)[N:9]=[CH:10][C:5]2=[C:4]([C:19]2[O:20][CH:21]=[CH:22][CH:23]=2)[N:3]=1.[CH2:24]([CH2:26][NH2:27])[OH:25], predict the reaction product. The product is: [O:20]1[CH:21]=[CH:22][CH:23]=[C:19]1[C:4]1[N:3]=[C:2]([NH:27][CH2:26][CH2:24][OH:25])[N:7]=[C:6]2[N:8]([CH2:11][CH2:12][C:13]3[CH:18]=[CH:17][CH:16]=[CH:15][CH:14]=3)[N:9]=[CH:10][C:5]=12.